From a dataset of Catalyst prediction with 721,799 reactions and 888 catalyst types from USPTO. Predict which catalyst facilitates the given reaction. (1) Product: [I:1][C:2]1[CH:3]=[C:4]2[C:8](=[CH:9][CH:10]=1)[NH:7][C:6](=[O:11])[C:5]2=[N:12][NH:13][C:14]([C:16]1[CH:21]=[CH:20][C:19]([NH:22][S:23]([C:26]2[CH:31]=[CH:30][C:29]([CH2:32][CH2:33][C:34]([OH:36])=[O:35])=[CH:28][CH:27]=2)(=[O:25])=[O:24])=[CH:18][CH:17]=1)=[O:15]. The catalyst class is: 20. Reactant: [I:1][C:2]1[CH:3]=[C:4]2[C:8](=[CH:9][CH:10]=1)[NH:7][C:6](=[O:11])[C:5]2=[N:12][NH:13][C:14]([C:16]1[CH:21]=[CH:20][C:19]([NH:22][S:23]([C:26]2[CH:31]=[CH:30][C:29]([CH2:32][CH2:33][C:34]([O:36]C)=[O:35])=[CH:28][CH:27]=2)(=[O:25])=[O:24])=[CH:18][CH:17]=1)=[O:15].[OH-].[Na+]. (2) Reactant: B.C1COCC1.[CH3:7][NH:8][C:9]([C:11]1[O:12][C:13]2[CH:19]=[CH:18][CH:17]=[CH:16][C:14]=2[CH:15]=1)=O. Product: [CH3:7][NH:8][CH2:9][C:11]1[O:12][C:13]2[CH:19]=[CH:18][CH:17]=[CH:16][C:14]=2[CH:15]=1. The catalyst class is: 5. (3) Reactant: [CH3:1][C:2]1([CH3:15])[C:10]2[C:5](=[C:6]([N+:11]([O-])=O)[CH:7]=[CH:8][CH:9]=2)[C:4](=[O:14])[NH:3]1. Product: [CH3:1][C:2]1([CH3:15])[C:10]2[C:5](=[C:6]([NH2:11])[CH:7]=[CH:8][CH:9]=2)[C:4](=[O:14])[NH:3]1. The catalyst class is: 19. (4) Reactant: [CH2:1]([CH:8]1[CH2:15][N:14]([CH3:16])[C:13](=O)[C:12]2[CH:18]=[CH:19][CH:20]=[CH:21][C:11]=2[CH2:10][N:9]1[S:22]([C:25]1[CH:30]=[CH:29][CH:28]=[CH:27][C:26]=1[O:31][CH3:32])(=[O:24])=[O:23])[C:2]1[CH:7]=[CH:6][CH:5]=[CH:4][CH:3]=1.[H-].[H-].[H-].[H-].[Li+].[Al+3]. Product: [CH2:1]([CH:8]1[N:9]([S:22]([C:25]2[CH:30]=[CH:29][CH:28]=[CH:27][C:26]=2[O:31][CH3:32])(=[O:24])=[O:23])[CH2:10][C:11]2[CH:21]=[CH:20][CH:19]=[CH:18][C:12]=2[CH2:13][N:14]([CH3:16])[CH2:15]1)[C:2]1[CH:3]=[CH:4][CH:5]=[CH:6][CH:7]=1. The catalyst class is: 7. (5) Reactant: [Br:1][C:2]1[CH:11]=[CH:10][CH:9]=[C:8]2[C:3]=1[CH2:4][CH2:5][C:6]([NH2:15])([C:12]([OH:14])=[O:13])[CH2:7]2.C(N(CC)CC)C.[C:23](=O)([O:39]N1C(=O)CCC1=O)[O:24][CH2:25][CH:26]1[C:38]2[CH:37]=[CH:36][CH:35]=[CH:34][C:33]=2[C:32]2[C:27]1=[CH:28][CH:29]=[CH:30][CH:31]=2. Product: [C:23]([CH:7]1[C:8]2[C:3](=[C:2]([Br:1])[CH:11]=[CH:10][CH:9]=2)[CH2:4][CH2:5][C:6]1([NH2:15])[C:12]([OH:14])=[O:13])([O:24][CH2:25][CH:26]1[C:27]2[C:32](=[CH:31][CH:30]=[CH:29][CH:28]=2)[C:33]2[C:38]1=[CH:37][CH:36]=[CH:35][CH:34]=2)=[O:39]. The catalyst class is: 47. (6) Reactant: [S:1]1[CH2:6][CH2:5][CH:4]([NH2:7])[CH2:3][CH2:2]1.[C:8]([C:10]1[CH:15]=[CH:14][C:13]([CH:16]2[C:25]3[C:24](=[O:26])[CH2:23][CH2:22][CH2:21][C:20]=3[N:19]([C:27]3[CH:32]=[CH:31][CH:30]=[C:29]([C:33]([F:36])([F:35])[F:34])[CH:28]=3)[C:18](=[O:37])[N:17]2[C:38](OC2C=CC([N+]([O-])=O)=CC=2)=[O:39])=[CH:12][CH:11]=1)#[N:9]. Product: [C:8]([C:10]1[CH:11]=[CH:12][C:13]([CH:16]2[C:25]3[C:24](=[O:26])[CH2:23][CH2:22][CH2:21][C:20]=3[N:19]([C:27]3[CH:32]=[CH:31][CH:30]=[C:29]([C:33]([F:34])([F:35])[F:36])[CH:28]=3)[C:18](=[O:37])[N:17]2[C:38]([NH:7][CH:4]2[CH2:5][CH2:6][S:1][CH2:2][CH2:3]2)=[O:39])=[CH:14][CH:15]=1)#[N:9]. The catalyst class is: 10.